From a dataset of Forward reaction prediction with 1.9M reactions from USPTO patents (1976-2016). Predict the product of the given reaction. (1) Given the reactants [F:1][C:2]1[CH:56]=[CH:55][C:5]([CH2:6][NH:7][C:8]([O:10][CH2:11][C@H:12]2[N:17](C(OC(C)(C)C)=O)[CH2:16][C@@H:15]([CH2:25][CH2:26][C:27]3[C:28]([NH:33][C:34](=[O:54])[C@H:35]([CH:41]([C:48]4[CH:53]=[CH:52][CH:51]=[CH:50][CH:49]=4)[C:42]4[CH:47]=[CH:46][CH:45]=[CH:44][CH:43]=4)[NH:36][C:37]([O:39][CH3:40])=[O:38])=[N:29][CH:30]=[CH:31][CH:32]=3)[O:14][CH2:13]2)=[O:9])=[CH:4][CH:3]=1.C(Cl)Cl.[C:60]([OH:66])([C:62]([F:65])([F:64])[F:63])=[O:61], predict the reaction product. The product is: [F:1][C:2]1[CH:3]=[CH:4][C:5]([CH2:6][NH:7][C:8]([O:10][CH2:11][C@H:12]2[NH:17][CH2:16][C@@H:15]([CH2:25][CH2:26][C:27]3[C:28]([NH:33][C:34](=[O:54])[C@H:35]([CH:41]([C:48]4[CH:49]=[CH:50][CH:51]=[CH:52][CH:53]=4)[C:42]4[CH:43]=[CH:44][CH:45]=[CH:46][CH:47]=4)[NH:36][C:37]([O:39][CH3:40])=[O:38])=[N:29][CH:30]=[CH:31][CH:32]=3)[O:14][CH2:13]2)=[O:9])=[CH:55][CH:56]=1.[C:60]([OH:66])([C:62]([F:65])([F:64])[F:63])=[O:61]. (2) Given the reactants [Cl:1][C:2]1[CH:10]=[CH:9][C:8]2[N:7]([CH2:11][C:12]3[CH:17]=[CH:16][CH:15]=[C:14]([C:18]([F:21])([F:20])[F:19])[CH:13]=3)[N:6]=[CH:5][C:4]=2[C:3]=1[NH2:22].[Li+].C[Si]([N-][Si](C)(C)C)(C)C.[CH3:33][N:34]1[CH2:39][CH2:38][N:37]([CH2:40][CH2:41][O:42][C:43]2[CH:48]=[CH:47][N:46]3[C:49]([C:52](OCC)=[O:53])=[CH:50][N:51]=[C:45]3[CH:44]=2)[CH2:36][CH2:35]1, predict the reaction product. The product is: [Cl:1][C:2]1[C:3]([NH:22][C:52]([C:49]2[N:46]3[CH:47]=[CH:48][C:43]([O:42][CH2:41][CH2:40][N:37]4[CH2:38][CH2:39][N:34]([CH3:33])[CH2:35][CH2:36]4)=[CH:44][C:45]3=[N:51][CH:50]=2)=[O:53])=[C:4]2[C:8](=[CH:9][CH:10]=1)[N:7]([CH2:11][C:12]1[CH:17]=[CH:16][CH:15]=[C:14]([C:18]([F:20])([F:21])[F:19])[CH:13]=1)[N:6]=[CH:5]2.